Predict the product of the given reaction. From a dataset of Forward reaction prediction with 1.9M reactions from USPTO patents (1976-2016). Given the reactants [CH:1]1([CH2:7][O:8][C:9]2[C:10]3[N:11]([C:15]([C:19]([NH:21][C@H:22]([C:29]4[CH:34]=[CH:33][CH:32]=[CH:31][CH:30]=4)/[CH:23]=[CH:24]/[C:25]([O:27][CH3:28])=[O:26])=[O:20])=[C:16]([CH3:18])[N:17]=3)[CH:12]=[CH:13][CH:14]=2)[CH2:6][CH2:5][CH2:4][CH2:3][CH2:2]1, predict the reaction product. The product is: [CH:1]1([CH2:7][O:8][C:9]2[C:10]3[N:11]([C:15]([C:19]([NH:21][C@H:22]([C:29]4[CH:30]=[CH:31][CH:32]=[CH:33][CH:34]=4)[CH2:23][CH2:24][C:25]([O:27][CH3:28])=[O:26])=[O:20])=[C:16]([CH3:18])[N:17]=3)[CH:12]=[CH:13][CH:14]=2)[CH2:6][CH2:5][CH2:4][CH2:3][CH2:2]1.